Dataset: Full USPTO retrosynthesis dataset with 1.9M reactions from patents (1976-2016). Task: Predict the reactants needed to synthesize the given product. (1) Given the product [CH:1]([C:3]1[CH:4]=[CH:5][C:6]([CH2:7][N:8]2[C:12]3[CH:13]=[CH:14][C:15]([O:17][CH2:18][C:19]4[CH:28]=[CH:27][C:26]5[C:21](=[CH:22][CH:23]=[CH:24][CH:25]=5)[N:20]=4)=[CH:16][C:11]=3[N:10]=[C:9]2[CH2:29][C:30]([CH3:35])([CH3:34])[C:31]([O:33][CH2:39][CH3:40])=[O:32])=[CH:36][CH:37]=1)=[O:2], predict the reactants needed to synthesize it. The reactants are: [CH:1]([C:3]1[CH:37]=[CH:36][C:6]([CH2:7][N:8]2[C:12]3[CH:13]=[CH:14][C:15]([O:17][CH2:18][C:19]4[CH:28]=[CH:27][C:26]5[C:21](=[CH:22][CH:23]=[CH:24][CH:25]=5)[N:20]=4)=[CH:16][C:11]=3[N:10]=[C:9]2[CH2:29][C:30]([CH3:35])([CH3:34])[C:31]([OH:33])=[O:32])=[CH:5][CH:4]=1)=[O:2].F[C:39]1(F)CCCN[CH2:40]1.C(O[BH-](OC(=O)C)OC(=O)C)(=O)C.[Na+].ClCCCl. (2) Given the product [F:25][C:23]1[CH:24]=[C:19]([C@@:16]2([CH3:18])[N:15]([CH2:27][C:28](=[O:30])[O:29][C:37]3[C:38]([F:47])=[C:39]([F:46])[C:40]([F:45])=[C:41]([F:44])[C:42]=3[F:43])[C:14](=[O:31])[C:9]3([CH2:10][CH2:11][CH2:12][CH2:13]3)[N:8]([C:6]([O:5][C:1]([CH3:2])([CH3:3])[CH3:4])=[O:7])[CH2:17]2)[CH:20]=[C:21]([F:26])[CH:22]=1, predict the reactants needed to synthesize it. The reactants are: [C:1]([O:5][C:6]([N:8]1[CH2:17][C@:16]([C:19]2[CH:24]=[C:23]([F:25])[CH:22]=[C:21]([F:26])[CH:20]=2)([CH3:18])[N:15]([CH2:27][C:28]([OH:30])=[O:29])[C:14](=[O:31])[C:9]21[CH2:13][CH2:12][CH2:11][CH2:10]2)=[O:7])([CH3:4])([CH3:3])[CH3:2].FC(F)(F)C(O[C:37]1[C:42]([F:43])=[C:41]([F:44])[C:40]([F:45])=[C:39]([F:46])[C:38]=1[F:47])=O. (3) Given the product [CH2:12]([NH:19][C:20]([C:22]1[S:26][C:25]([N:27]2[CH:32]=[CH:31][C:30]([O:33][CH2:2][C:3]3[O:4][C:5]([C:8]([F:11])([F:10])[F:9])=[CH:6][CH:7]=3)=[CH:29][C:28]2=[O:34])=[N:24][C:23]=1[CH3:35])=[O:21])[C:13]1[CH:18]=[CH:17][CH:16]=[CH:15][CH:14]=1, predict the reactants needed to synthesize it. The reactants are: Br[CH2:2][C:3]1[O:4][C:5]([C:8]([F:11])([F:10])[F:9])=[CH:6][CH:7]=1.[CH2:12]([NH:19][C:20]([C:22]1[S:26][C:25]([N:27]2[CH:32]=[CH:31][C:30]([OH:33])=[CH:29][C:28]2=[O:34])=[N:24][C:23]=1[CH3:35])=[O:21])[C:13]1[CH:18]=[CH:17][CH:16]=[CH:15][CH:14]=1. (4) Given the product [C:1]([NH:4][C:5]([CH2:22][N:16]1[CH2:21][CH2:20][CH2:19][CH2:18][CH2:17]1)([C:11]([O:13][CH2:14][CH3:15])=[O:12])[C:6]([O:8][CH2:9][CH3:10])=[O:7])(=[O:3])[CH3:2], predict the reactants needed to synthesize it. The reactants are: [C:1]([NH:4][CH:5]([C:11]([O:13][CH2:14][CH3:15])=[O:12])[C:6]([O:8][CH2:9][CH3:10])=[O:7])(=[O:3])[CH3:2].[NH:16]1[CH2:21][CH2:20][CH2:19][CH2:18][CH2:17]1.[CH2:22]=O.